Dataset: Reaction yield outcomes from USPTO patents with 853,638 reactions. Task: Predict the reaction yield, written as a fraction of the theoretical maximum amount of product (1.0 means a 100% yield; for example, 0.34 means a 34% yield). (1) The reactants are C([O:3][C:4]([C:6]1([NH:15][C:16](=[O:28])[C:17]2[CH:22]=[CH:21][C:20]([O:23][CH:24]([F:26])[F:25])=[CH:19][C:18]=2[CH3:27])[CH2:14][C:13]2[C:8](=[CH:9][CH:10]=[CH:11][CH:12]=2)[CH2:7]1)=[O:5])C.[OH-].[K+].CCO. The catalyst is O. The product is [F:25][CH:24]([F:26])[O:23][C:20]1[CH:21]=[CH:22][C:17]([C:16]([NH:15][C:6]2([C:4]([OH:5])=[O:3])[CH2:14][C:13]3[C:8](=[CH:9][CH:10]=[CH:11][CH:12]=3)[CH2:7]2)=[O:28])=[C:18]([CH3:27])[CH:19]=1. The yield is 0.880. (2) The reactants are C[O:2][C:3]1[CH:8]=[CH:7][C:6]([N:9]2[CH2:14][CH2:13][N:12]([C:15]3[CH:20]=[CH:19][C:18]([N:21]4[C:25](=[O:26])[N:24]([CH2:27][CH2:28][CH2:29][CH2:30][CH2:31][CH2:32][CH2:33][CH3:34])[N:23]=[CH:22]4)=[CH:17][CH:16]=3)[CH2:11][CH2:10]2)=[CH:5][CH:4]=1. The catalyst is Br. The product is [OH:2][C:3]1[CH:8]=[CH:7][C:6]([N:9]2[CH2:10][CH2:11][N:12]([C:15]3[CH:16]=[CH:17][C:18]([N:21]4[C:25](=[O:26])[N:24]([CH2:27][CH2:28][CH2:29][CH2:30][CH2:31][CH2:32][CH2:33][CH3:34])[N:23]=[CH:22]4)=[CH:19][CH:20]=3)[CH2:13][CH2:14]2)=[CH:5][CH:4]=1. The yield is 0.950. (3) The reactants are [F:1][C:2]1[CH:31]=[CH:30][C:5]([O:6][C:7]2[CH:12]=[CH:11][C:10]([C:13]3[N:18]=[C:17]([C:19]([O:21]C)=[O:20])[CH:16]=[C:15]([NH:23][C@@H:24]([CH3:29])[C:25]([O:27]C)=[O:26])[N:14]=3)=[CH:9][CH:8]=2)=[CH:4][CH:3]=1.C1COCC1.O.O[Li].O. The catalyst is O.Cl. The product is [C:25]([C@@H:24]([NH:23][C:15]1[N:14]=[C:13]([C:10]2[CH:9]=[CH:8][C:7]([O:6][C:5]3[CH:30]=[CH:31][C:2]([F:1])=[CH:3][CH:4]=3)=[CH:12][CH:11]=2)[N:18]=[C:17]([C:19]([OH:21])=[O:20])[CH:16]=1)[CH3:29])([OH:27])=[O:26]. The yield is 0.810.